This data is from Forward reaction prediction with 1.9M reactions from USPTO patents (1976-2016). The task is: Predict the product of the given reaction. (1) Given the reactants [Li]CCCC.Br[C:7]1[CH:12]=[CH:11][N:10]=[C:9]([N:13]([CH3:15])[CH3:14])[CH:8]=1.[CH2:16]([N:23]([CH3:31])[CH:24]1[CH2:29][CH2:28][C:27](=[O:30])[CH2:26][CH2:25]1)[C:17]1[CH:22]=[CH:21][CH:20]=[CH:19][CH:18]=1, predict the reaction product. The product is: [CH2:16]([N:23]([CH3:31])[CH:24]1[CH2:29][CH2:28][C:27]([C:7]2[CH:12]=[CH:11][N:10]=[C:9]([N:13]([CH3:15])[CH3:14])[CH:8]=2)([OH:30])[CH2:26][CH2:25]1)[C:17]1[CH:22]=[CH:21][CH:20]=[CH:19][CH:18]=1. (2) Given the reactants [O-]CC.[Na+].Cl[CH2:6][C:7]1[CH:12]=[CH:11][C:10]([N+:13]([O-:15])=[O:14])=[CH:9][CH:8]=1.[N+:16]([CH:19]([CH3:21])[CH3:20])([O-:18])=[O:17], predict the reaction product. The product is: [CH3:20][C:19]([N+:16]([O-:18])=[O:17])([CH3:21])[CH2:6][C:7]1[CH:12]=[CH:11][C:10]([N+:13]([O-:15])=[O:14])=[CH:9][CH:8]=1. (3) Given the reactants [NH:1]1[CH:5]=[C:4]([C:6]2[C:7]([C:12]3[CH:17]=[CH:16][C:15]([F:18])=[CH:14][CH:13]=3)=[N:8][O:9][C:10]=2[CH3:11])[N:3]=[CH:2]1.[N:19]1[CH:24]=[CH:23][CH:22]=[C:21](B(O)O)[CH:20]=1, predict the reaction product. The product is: [F:18][C:15]1[CH:16]=[CH:17][C:12]([C:7]2[C:6]([C:4]3[N:3]=[CH:2][N:1]([C:21]4[CH:20]=[N:19][CH:24]=[CH:23][CH:22]=4)[CH:5]=3)=[C:10]([CH3:11])[O:9][N:8]=2)=[CH:13][CH:14]=1.